Dataset: Full USPTO retrosynthesis dataset with 1.9M reactions from patents (1976-2016). Task: Predict the reactants needed to synthesize the given product. (1) Given the product [CH3:1][O:2][C:3]([N:5]1[CH2:6][CH2:7][C:8]2([CH2:11][N:10]([C:12]3[C:17]([CH3:18])=[C:16]([C:19]4[C:20]([CH3:25])=[N:21][O:22][C:23]=4[CH3:24])[N:15]=[C:14]([C:26]4[CH:31]=[C:30]([O:32][CH2:33][C@H:34]([OH:45])[CH2:35][NH:36][CH3:37])[CH:29]=[CH:28][C:27]=4[Cl:53])[N:13]=3)[CH2:9]2)[CH2:54][CH2:55]1)=[O:4], predict the reactants needed to synthesize it. The reactants are: [CH3:1][O:2][C:3]([N:5]1[CH2:55][CH2:54][C:8]2([CH2:11][N:10]([C:12]3[C:17]([CH3:18])=[C:16]([C:19]4[C:20]([CH3:25])=[N:21][O:22][C:23]=4[CH3:24])[N:15]=[C:14]([C:26]4[CH:31]=[C:30]([O:32][CH2:33][C@H:34]([O:45][Si](C(C)(C)C)(C)C)[CH2:35][N:36](C(OC(C)(C)C)=O)[CH3:37])[CH:29]=[CH:28][C:27]=4[Cl:53])[N:13]=3)[CH2:9]2)[CH2:7][CH2:6]1)=[O:4]. (2) Given the product [CH2:1]([O:8][CH2:9][CH2:10][N:11]1[CH:15]=[C:14]([N:16]2[CH:21]=[CH:20][C:19](=[O:22])[C:18]([C:23]([OH:25])=[O:24])=[N:17]2)[CH:13]=[N:12]1)[C:2]1[CH:7]=[CH:6][CH:5]=[CH:4][CH:3]=1, predict the reactants needed to synthesize it. The reactants are: [CH2:1]([O:8][CH2:9][CH2:10][N:11]1[CH:15]=[C:14]([N:16]2[CH:21]=[CH:20][C:19](=[O:22])[C:18]([C:23]([O:25]C(C)(C)C)=[O:24])=[N:17]2)[CH:13]=[N:12]1)[C:2]1[CH:7]=[CH:6][CH:5]=[CH:4][CH:3]=1.O=C1C=CN(C2C=NN(C(C)C)C=2)N=C1C(OC(C)(C)C)=O. (3) Given the product [Br:1][C:2]1[N:3]=[C:4]([C:8]([NH:26][C:27]2[CH:32]=[CH:31][N:30]=[CH:29][CH:28]=2)=[O:10])[CH:5]=[CH:6][CH:7]=1, predict the reactants needed to synthesize it. The reactants are: [Br:1][C:2]1[CH:7]=[CH:6][CH:5]=[C:4]([C:8]([OH:10])=O)[N:3]=1.C(Cl)(=O)C(Cl)=O.CCN(C(C)C)C(C)C.[NH2:26][C:27]1[CH:32]=[CH:31][N:30]=[CH:29][CH:28]=1.